From a dataset of Reaction yield outcomes from USPTO patents with 853,638 reactions. Predict the reaction yield, written as a fraction of the theoretical maximum amount of product (1.0 means a 100% yield; for example, 0.34 means a 34% yield). The reactants are [CH3:1][N:2]1[C:10]2[C:5](=[C:6]([CH:11]([NH2:13])[CH3:12])[CH:7]=[CH:8][CH:9]=2)[CH:4]=[CH:3]1.C([BH3-])#N.[Na+]. The catalyst is C(O)(=O)C. The product is [CH3:1][N:2]1[C:10]2[C:5](=[C:6]([CH:11]([NH2:13])[CH3:12])[CH:7]=[CH:8][CH:9]=2)[CH2:4][CH2:3]1. The yield is 0.780.